Predict the reaction yield, written as a fraction of the theoretical maximum amount of product (1.0 means a 100% yield; for example, 0.34 means a 34% yield). From a dataset of Buchwald-Hartwig C-N cross coupling reaction yields with 55,370 reactions. (1) The reactants are Brc1ccccn1.Cc1ccc(N)cc1.O=S(=O)(O[Pd]1c2ccccc2-c2ccccc2N~1)C(F)(F)F.CC(C)c1cc(C(C)C)c(-c2ccccc2P(C(C)(C)C)C(C)(C)C)c(C(C)C)c1.CCN=P(N=P(N(C)C)(N(C)C)N(C)C)(N(C)C)N(C)C.CCOC(=O)c1cc(C)no1. No catalyst specified. The product is Cc1ccc(Nc2ccccn2)cc1. The yield is 0.661. (2) The reactants are Ic1cccnc1.Cc1ccc(N)cc1.O=S(=O)(O[Pd]1c2ccccc2-c2ccccc2N~1)C(F)(F)F.COc1ccc(OC)c(P([C@]23C[C@H]4C[C@H](C[C@H](C4)C2)C3)[C@]23C[C@H]4C[C@H](C[C@H](C4)C2)C3)c1-c1c(C(C)C)cc(C(C)C)cc1C(C)C.CN(C)C(=NC(C)(C)C)N(C)C.COC(=O)c1ccno1. No catalyst specified. The product is Cc1ccc(Nc2cccnc2)cc1. The yield is 0.293. (3) The reactants are COc1ccc(I)cc1.Cc1ccc(N)cc1.O=S(=O)(O[Pd]1c2ccccc2-c2ccccc2N~1)C(F)(F)F.COc1ccc(OC)c(P(C(C)(C)C)C(C)(C)C)c1-c1c(C(C)C)cc(C(C)C)cc1C(C)C.CCN=P(N=P(N(C)C)(N(C)C)N(C)C)(N(C)C)N(C)C.COC(=O)c1cc(-c2cccs2)on1. No catalyst specified. The product is COc1ccc(Nc2ccc(C)cc2)cc1. The yield is 0.415. (4) The reactants are Brc1cccnc1.Cc1ccc(N)cc1.O=S(=O)(O[Pd]1c2ccccc2-c2ccccc2N~1)C(F)(F)F.CC(C)c1cc(C(C)C)c(-c2ccccc2P(C(C)(C)C)C(C)(C)C)c(C(C)C)c1.CN1CCCN2CCCN=C12.Cc1cc(C)on1. No catalyst specified. The product is Cc1ccc(Nc2cccnc2)cc1. The yield is 0.786.